Dataset: M1 muscarinic receptor antagonist screen with 61,756 compounds. Task: Binary Classification. Given a drug SMILES string, predict its activity (active/inactive) in a high-throughput screening assay against a specified biological target. The molecule is O\C(=C1/C(N(CCCN(C)C)C(=O)C1=O)c1c(OC)c(OC)ccc1)c1n2c(nc1C)c(ccc2)C. The result is 0 (inactive).